Dataset: Full USPTO retrosynthesis dataset with 1.9M reactions from patents (1976-2016). Task: Predict the reactants needed to synthesize the given product. (1) The reactants are: [Cl:1][C:2]1[C:6]([Cl:7])=[C:5]([CH3:8])[NH:4][C:3]=1[C:9]([OH:11])=O.CN(C(ON1N=NC2C=CC=NC1=2)=[N+](C)C)C.F[P-](F)(F)(F)(F)F.C1C=NC2N(O)N=NC=2C=1.CCN(C(C)C)C(C)C.Cl.[NH2:56][C@H:57]1[CH2:62][CH2:61][N:60]([C:63]([O:65][CH2:66][CH3:67])=[O:64])[CH2:59][C@H:58]1[O:68][CH3:69]. Given the product [Cl:1][C:2]1[C:6]([Cl:7])=[C:5]([CH3:8])[NH:4][C:3]=1[C:9]([NH:56][C@H:57]1[CH2:62][CH2:61][N:60]([C:63]([O:65][CH2:66][CH3:67])=[O:64])[CH2:59][C@H:58]1[O:68][CH3:69])=[O:11], predict the reactants needed to synthesize it. (2) Given the product [C:1]([C:5]1[CH:10]=[C:9]([C:11]([CH3:14])([CH3:13])[CH3:12])[CH:8]=[CH:7][C:6]=1[O:15][P:24]1[O:28][C:27]([C:35]2[CH:40]=[CH:39][CH:38]=[CH:37][CH:36]=2)([C:29]2[CH:30]=[CH:31][CH:32]=[CH:33][CH:34]=2)[C:26]([C:41]2[CH:42]=[CH:43][CH:44]=[CH:45][CH:46]=2)([C:47]2[CH:48]=[CH:49][CH:50]=[CH:51][CH:52]=2)[O:25]1)([CH3:4])([CH3:3])[CH3:2], predict the reactants needed to synthesize it. The reactants are: [C:1]([C:5]1[CH:10]=[C:9]([C:11]([CH3:14])([CH3:13])[CH3:12])[CH:8]=[CH:7][C:6]=1[OH:15])([CH3:4])([CH3:3])[CH3:2].C(N(CC)CC)C.Cl[P:24]1[O:28][C:27]([C:35]2[CH:40]=[CH:39][CH:38]=[CH:37][CH:36]=2)([C:29]2[CH:34]=[CH:33][CH:32]=[CH:31][CH:30]=2)[C:26]([C:47]2[CH:52]=[CH:51][CH:50]=[CH:49][CH:48]=2)([C:41]2[CH:46]=[CH:45][CH:44]=[CH:43][CH:42]=2)[O:25]1. (3) Given the product [C:37]([NH:36][C:34]([C:31]1[CH:30]=[CH:29][C:28]([O:27][C:26]2[CH:41]=[CH:42][C:23]([NH:22][C:19]3[C:20]4[N:12]([CH2:11][CH2:10][OH:9])[CH:13]=[CH:14][C:15]=4[N:16]=[CH:17][N:18]=3)=[CH:24][C:25]=2[Cl:43])=[CH:33][N:32]=1)=[O:35])([CH3:40])([CH3:38])[CH3:39], predict the reactants needed to synthesize it. The reactants are: C([O:9][CH2:10][CH2:11][N:12]1[C:20]2[C:19](Cl)=[N:18][CH:17]=[N:16][C:15]=2[CH:14]=[CH:13]1)(=O)C1C=CC=CC=1.[NH2:22][C:23]1[CH:42]=[CH:41][C:26]([O:27][C:28]2[CH:29]=[CH:30][C:31]([C:34]([NH:36][C:37]([CH3:40])([CH3:39])[CH3:38])=[O:35])=[N:32][CH:33]=2)=[C:25]([Cl:43])[CH:24]=1.Cl.N1C=CC=CC=1.[OH-].[Na+].[Cl-].[NH4+]. (4) Given the product [CH3:13][N:14]([CH:16]=[C:4]1[C:3](=[O:9])[C:2]([CH3:10])([CH3:1])[CH2:7][CH2:6][C:5]1=[O:8])[CH3:15], predict the reactants needed to synthesize it. The reactants are: [CH3:1][C:2]1([CH3:10])[CH2:7][CH2:6][C:5](=[O:8])[CH2:4][C:3]1=[O:9].CO[CH:13](OC)[N:14]([CH3:16])[CH3:15]. (5) Given the product [CH2:29]([O:36][C:37](=[O:42])[C@H:38]([CH2:40][OH:41])[NH:39][C:1](=[O:2])[CH:4]([CH2:10][C:11]1[CH:12]=[CH:13][C:14]([O:17][Si:18]([CH:19]([CH3:21])[CH3:20])([CH:25]([CH3:26])[CH3:27])[CH:22]([CH3:24])[CH3:23])=[CH:15][CH:16]=1)[CH2:5][C:6]([O:8][CH3:9])=[O:7])[C:30]1[CH:35]=[CH:34][CH:33]=[CH:32][CH:31]=1, predict the reactants needed to synthesize it. The reactants are: [C:1]([CH:4]([CH2:10][C:11]1[CH:16]=[CH:15][C:14]([O:17][Si:18]([CH:25]([CH3:27])[CH3:26])([CH:22]([CH3:24])[CH3:23])[CH:19]([CH3:21])[CH3:20])=[CH:13][CH:12]=1)[CH2:5][C:6]([O:8][CH3:9])=[O:7])(O)=[O:2].Cl.[CH2:29]([O:36][C:37](=[O:42])[C@H:38]([CH2:40][OH:41])[NH2:39])[C:30]1[CH:35]=[CH:34][CH:33]=[CH:32][CH:31]=1.C1C=CC2N(O)N=NC=2C=1.CCN(CC)CC.C(Cl)CCl. (6) Given the product [CH3:2][N:3]([CH3:5])[CH2:4][CH:9]([CH3:8])[C:10](=[O:13])[CH2:11][CH3:12], predict the reactants needed to synthesize it. The reactants are: [Cl-].[CH3:2][NH2+:3][CH3:4].[CH2:5]=O.Cl.[CH3:8][CH2:9][C:10](=[O:13])[CH2:11][CH3:12]. (7) Given the product [CH3:1][O:2][C:3]([C@@H:5]1[CH2:9][C@H:8]([N:28]=[N+:29]=[N-:30])[CH2:7][N:6]1[C:21]([O:23][C:24]([CH3:27])([CH3:26])[CH3:25])=[O:22])=[O:4], predict the reactants needed to synthesize it. The reactants are: [CH3:1][O:2][C:3]([C@@H:5]1[CH2:9][C@@H:8](OS(C2C=CC(C)=CC=2)(=O)=O)[CH2:7][N:6]1[C:21]([O:23][C:24]([CH3:27])([CH3:26])[CH3:25])=[O:22])=[O:4].[N-:28]=[N+:29]=[N-:30].[Na+]. (8) Given the product [CH3:35][C@@:12]12[C@H:13]3[CH2:14][CH2:15][C@:16]4([CH3:34])[C@@H:17]([C:27]5[CH:33]=[CH:32][C:30](=[O:31])[O:29][CH:28]=5)[CH2:18][CH2:19][C@:20]4([OH:26])[C@@H:21]3[CH2:22][CH2:23][C:24]1=[CH:25][C@@H:9]([OH:8])[CH2:10][CH2:11]2, predict the reactants needed to synthesize it. The reactants are: C[C@@H]1O[C@@H]([O:8][C@@H:9]2[CH:25]=[C:24]3[C@@:12]([CH3:35])([C@@H:13]4[C@@H:21]([CH2:22][CH2:23]3)[C@:20]3([OH:26])[C@@:16]([CH3:34])([C@@H:17]([C:27]5[CH:33]=[CH:32][C:30](=[O:31])[O:29][CH:28]=5)[CH2:18][CH2:19]3)[CH2:15][CH2:14]4)[CH2:11][CH2:10]2)[C@H](O)[C@H](O)[C@H]1O. (9) Given the product [N+:1]([C:4]1[CH:9]=[CH:8][CH:7]=[CH:6][C:5]=1[CH2:10][CH2:13][CH2:12][C:11]([O-:15])=[O:14])([O-:3])=[O:2].[N+:1]([C:4]1[CH:9]=[CH:8][CH:7]=[CH:6][C:5]=1[CH2:10][CH2:18][CH2:17][C:16]([NH2:20])=[O:19])([O-:3])=[O:2], predict the reactants needed to synthesize it. The reactants are: [N+:1]([C:4]1[CH:9]=[CH:8][CH:7]=[CH:6][C:5]=1[CH3:10])([O-:3])=[O:2].[C:11]([O-:15])(=[O:14])[CH:12]=[CH2:13].[C:16]([NH2:20])(=[O:19])[CH:17]=[CH2:18].